From a dataset of Full USPTO retrosynthesis dataset with 1.9M reactions from patents (1976-2016). Predict the reactants needed to synthesize the given product. (1) Given the product [Br:1][C:2]1[CH:3]=[C:4]([C:8]2[CH:24]=[C:11]3[N:12]=[C:13]([CH3:23])[C:14]([C@H:17]([O:22][C:25]([CH3:28])([CH3:27])[CH3:26])[C:18]([O:20][CH3:21])=[O:19])=[C:15]([Cl:16])[N:10]3[N:9]=2)[CH:5]=[CH:6][CH:7]=1, predict the reactants needed to synthesize it. The reactants are: [Br:1][C:2]1[CH:3]=[C:4]([C:8]2[CH:24]=[C:11]3[N:12]=[C:13]([CH3:23])[C:14]([C@H:17]([OH:22])[C:18]([O:20][CH3:21])=[O:19])=[C:15]([Cl:16])[N:10]3[N:9]=2)[CH:5]=[CH:6][CH:7]=1.[C:25](OC(=O)C)([CH3:28])([CH3:27])[CH3:26].Cl(O)(=O)(=O)=O. (2) The reactants are: FC1C=C(OC)C=C[C:7]=1[O:8]C.CCN(S(F)(F)[F:18])CC.F[C:22]1[C:23](OC)=[CH:24][C:25]([CH:37]([CH3:39])[CH3:38])=[C:26]([CH:36]=1)[O:27][C:28]1[C:29]([NH2:35])=[N:30][C:31]([NH2:34])=[N:32][CH:33]=1.[ClH:42]. Given the product [Cl:42][C:22]1[CH:23]=[C:24]([O:8][CH3:7])[C:25]([C:37]([F:18])([CH3:38])[CH3:39])=[C:26]([CH:36]=1)[O:27][C:28]1[C:29]([NH2:35])=[N:30][C:31]([NH2:34])=[N:32][CH:33]=1, predict the reactants needed to synthesize it. (3) Given the product [F:23][C:22]1[C:16]2[C:17](=[N:18][N:14]([CH2:10][CH2:11][C:12]#[C:13][C:2]3[CH:7]=[CH:6][CH:5]=[C:4]([CH2:8][F:9])[N:3]=3)[N:15]=2)[CH:19]=[C:20]([F:24])[CH:21]=1, predict the reactants needed to synthesize it. The reactants are: Br[C:2]1[CH:7]=[CH:6][CH:5]=[C:4]([CH2:8][F:9])[N:3]=1.[CH2:10]([N:14]1[N:18]=[C:17]2[CH:19]=[C:20]([F:24])[CH:21]=[C:22]([F:23])[C:16]2=[N:15]1)[CH2:11][C:12]#[CH:13]. (4) The reactants are: C1(P([N:15]=[N+]=[N-])(C2C=CC=CC=2)=O)C=CC=CC=1.[CH2:18]([O:20][C:21](=[O:31])[CH2:22][N:23]1[CH:27]=[C:26](C(O)=O)[N:25]=[N:24]1)[CH3:19].[O:32]1[CH2:37]COCC1.[CH3:38][C:39]([OH:42])([CH3:41])[CH3:40]. Given the product [C:39]([O:42][C:37]([NH:15][C:26]1[N:25]=[N:24][N:23]([CH2:22][C:21]([O:20][CH2:18][CH3:19])=[O:31])[CH:27]=1)=[O:32])([CH3:41])([CH3:40])[CH3:38], predict the reactants needed to synthesize it. (5) The reactants are: [N:1]1[C:5]2[CH:6]=[CH:7][CH:8]=[CH:9][C:4]=2[NH:3][CH:2]=1.[H-].[Na+].ClC1C=CC([C:19]2[CH:24]=[CH:23][CH:22]=[CH:21][C:20]=2[S:25]([C:28]2[CH:33]=[CH:32][CH:31]=[CH:30][C:29]=2C2C=CC(Cl)=CC=2)(=[O:27])=[O:26])=CC=1. Given the product [C:20]1([S:25]([C:28]2[CH:33]=[CH:32][C:31]([N:1]3[C:5]4[CH:6]=[CH:7][CH:8]=[CH:9][C:4]=4[N:3]=[CH:2]3)=[CH:30][CH:29]=2)(=[O:27])=[O:26])[CH:19]=[CH:24][CH:23]=[CH:22][CH:21]=1, predict the reactants needed to synthesize it. (6) Given the product [CH:26]([C:30]1[CH:31]=[CH:32][C:33]([N:36]2[CH2:13][CH2:12][C:6]3([CH2:7][CH2:8][N:9]([S:22]([N:16]4[CH2:21][CH2:20][O:19][CH2:18][CH2:17]4)(=[O:24])=[O:23])[CH2:10][CH2:11]3)[C:4]2=[O:5])=[CH:34][CH:35]=1)([CH2:28][CH3:29])[CH3:27], predict the reactants needed to synthesize it. The reactants are: C(O[C:4]([C:6]1([CH2:12][CH2:13]OC)[CH2:11][CH2:10][NH:9][CH2:8][CH2:7]1)=[O:5])C.[N:16]1([S:22](Cl)(=[O:24])=[O:23])[CH2:21][CH2:20][O:19][CH2:18][CH2:17]1.[CH:26]([C:30]1[CH:35]=[CH:34][C:33]([NH2:36])=[CH:32][CH:31]=1)([CH2:28][CH3:29])[CH3:27]. (7) Given the product [Br:11][C:12]1[C:13]([NH:18][C:9]2[S:10][C:2]3[C:7]([N:8]=2)=[CH:6][CH:5]=[CH:4][N:3]=3)=[N:14][CH:15]=[CH:16][CH:17]=1, predict the reactants needed to synthesize it. The reactants are: Cl[C:2]1[C:7]([N:8]=[C:9]=[S:10])=[CH:6][CH:5]=[CH:4][N:3]=1.[Br:11][C:12]1[C:13]([NH2:18])=[N:14][CH:15]=[CH:16][CH:17]=1.